From a dataset of Reaction yield outcomes from USPTO patents with 853,638 reactions. Predict the reaction yield, written as a fraction of the theoretical maximum amount of product (1.0 means a 100% yield; for example, 0.34 means a 34% yield). (1) The reactants are [N+]([O-])([O-])=O.[NH4+].C[O:7][C:8]1[C:17]2[C:12](=[CH:13][CH:14]=[CH:15][CH:16]=2)[C:11]([O:18]C)=[CH:10][C:9]=1[CH2:20][O:21][CH:22]1[CH:27]([C:28]2[CH:33]=[CH:32][C:31]([O:34][CH2:35][CH2:36][O:37][CH2:38][CH2:39][C:40]3[CH:45]=[CH:44][CH:43]=[CH:42][CH:41]=3)=[CH:30][CH:29]=2)[CH2:26][CH2:25][NH:24][CH2:23]1. The catalyst is O.C(#N)C. The product is [CH2:38]([O:37][CH2:36][CH2:35][O:34][C:31]1[CH:30]=[CH:29][C:28]([CH:27]2[CH2:26][CH2:25][NH:24][CH2:23][CH:22]2[O:21][CH2:20][C:9]2[C:8](=[O:7])[C:17]3[C:12]([C:11](=[O:18])[CH:10]=2)=[CH:13][CH:14]=[CH:15][CH:16]=3)=[CH:33][CH:32]=1)[CH2:39][C:40]1[CH:45]=[CH:44][CH:43]=[CH:42][CH:41]=1. The yield is 0.850. (2) The reactants are [CH3:1][O:2][C:3]1[CH:4]=[C:5]2[C:10](=[CH:11][C:12]=1[O:13][CH3:14])[N:9]=[CH:8][CH:7]=[C:6]2[O:15][C:16]1[CH:22]=[CH:21][C:19]([NH2:20])=[C:18]([CH3:23])[C:17]=1[CH3:24].[C:25]1([CH3:31])C=CC=C[CH:26]=1.ClC(Cl)([O:35][C:36](=O)[O:37]C(Cl)(Cl)Cl)Cl.C(=O)(O)[O-].[Na+]. The catalyst is C(Cl)Cl.CC(O)C.C(N(CC)CC)C. The product is [CH3:1][O:2][C:3]1[CH:4]=[C:5]2[C:10](=[CH:11][C:12]=1[O:13][CH3:14])[N:9]=[CH:8][CH:7]=[C:6]2[O:15][C:16]1[CH:22]=[CH:21][C:19]([NH:20][C:36](=[O:35])[O:37][CH:25]([CH3:31])[CH3:26])=[C:18]([CH3:23])[C:17]=1[CH3:24]. The yield is 0.750.